Dataset: Forward reaction prediction with 1.9M reactions from USPTO patents (1976-2016). Task: Predict the product of the given reaction. Given the reactants [NH2:1][NH:2][C:3]([C:5]1[CH:10]=[CH:9][CH:8]=[CH:7][N:6]=1)=[NH:4].[CH3:11][O:12][C:13]1[CH:14]=[CH:15][C:16]([OH:21])=[C:17]([CH:20]=1)[CH:18]=O, predict the reaction product. The product is: [CH3:11][O:12][C:13]1[CH:14]=[CH:15][C:16]([OH:21])=[C:17]([C:18]2[NH:1][N:2]=[C:3]([C:5]3[CH:10]=[CH:9][CH:8]=[CH:7][N:6]=3)[N:4]=2)[CH:20]=1.